This data is from NCI-60 drug combinations with 297,098 pairs across 59 cell lines. The task is: Regression. Given two drug SMILES strings and cell line genomic features, predict the synergy score measuring deviation from expected non-interaction effect. (1) Drug 1: C1CN1P(=S)(N2CC2)N3CC3. Drug 2: CCC1(CC2CC(C3=C(CCN(C2)C1)C4=CC=CC=C4N3)(C5=C(C=C6C(=C5)C78CCN9C7C(C=CC9)(C(C(C8N6C=O)(C(=O)OC)O)OC(=O)C)CC)OC)C(=O)OC)O.OS(=O)(=O)O. Cell line: CCRF-CEM. Synergy scores: CSS=97.3, Synergy_ZIP=-0.391, Synergy_Bliss=0.475, Synergy_Loewe=1.55, Synergy_HSA=4.24. (2) Drug 1: CCC1=CC2CC(C3=C(CN(C2)C1)C4=CC=CC=C4N3)(C5=C(C=C6C(=C5)C78CCN9C7C(C=CC9)(C(C(C8N6C)(C(=O)OC)O)OC(=O)C)CC)OC)C(=O)OC.C(C(C(=O)O)O)(C(=O)O)O. Drug 2: CC1CCC2CC(C(=CC=CC=CC(CC(C(=O)C(C(C(=CC(C(=O)CC(OC(=O)C3CCCCN3C(=O)C(=O)C1(O2)O)C(C)CC4CCC(C(C4)OC)OCCO)C)C)O)OC)C)C)C)OC. Cell line: UACC62. Synergy scores: CSS=57.2, Synergy_ZIP=7.14, Synergy_Bliss=6.84, Synergy_Loewe=9.13, Synergy_HSA=10.9. (3) Drug 1: CN(CC1=CN=C2C(=N1)C(=NC(=N2)N)N)C3=CC=C(C=C3)C(=O)NC(CCC(=O)O)C(=O)O. Drug 2: CNC(=O)C1=NC=CC(=C1)OC2=CC=C(C=C2)NC(=O)NC3=CC(=C(C=C3)Cl)C(F)(F)F. Cell line: T-47D. Synergy scores: CSS=51.9, Synergy_ZIP=-1.66, Synergy_Bliss=-1.84, Synergy_Loewe=-8.93, Synergy_HSA=3.83. (4) Drug 1: CCC1=C2CN3C(=CC4=C(C3=O)COC(=O)C4(CC)O)C2=NC5=C1C=C(C=C5)O. Drug 2: CN(CC1=CN=C2C(=N1)C(=NC(=N2)N)N)C3=CC=C(C=C3)C(=O)NC(CCC(=O)O)C(=O)O. Cell line: SF-539. Synergy scores: CSS=47.6, Synergy_ZIP=-0.765, Synergy_Bliss=1.13, Synergy_Loewe=2.24, Synergy_HSA=5.23.